Dataset: Forward reaction prediction with 1.9M reactions from USPTO patents (1976-2016). Task: Predict the product of the given reaction. (1) Given the reactants [Cl:1][C:2]1[C:10]([Cl:11])=[CH:9][CH:8]=[CH:7][C:3]=1[C:4]([OH:6])=O.[Cl:12][C:13]1[N:18]=[CH:17][C:16]([CH:19]([N:22]2[CH2:27][CH2:26][O:25][CH2:24][CH2:23]2)[CH2:20][NH2:21])=[CH:15][CH:14]=1, predict the reaction product. The product is: [Cl:1][C:2]1[C:10]([Cl:11])=[CH:9][CH:8]=[CH:7][C:3]=1[C:4]([NH:21][CH2:20][CH:19]([C:16]1[CH:17]=[N:18][C:13]([Cl:12])=[CH:14][CH:15]=1)[N:22]1[CH2:27][CH2:26][O:25][CH2:24][CH2:23]1)=[O:6]. (2) Given the reactants [C:1]1([CH2:7][O:8][C:9]2[CH:19]=[CH:18][CH:17]=[CH:16][C:10]=2[O:11][CH2:12][CH2:13][CH2:14][OH:15])[CH:6]=[CH:5][CH:4]=[CH:3][CH:2]=1.O[C:21]1[CH:26]=[CH:25][C:24]([C:27]([C:29]2[NH:33][C:32](=[O:34])[NH:31][C:30]=2[CH3:35])=[O:28])=[CH:23][CH:22]=1.N(C(OCC)=O)=NC(OCC)=O.C(P(CC)CC)C, predict the reaction product. The product is: [CH3:35][C:30]1[NH:31][C:32](=[O:34])[NH:33][C:29]=1[C:27]([C:24]1[CH:23]=[CH:22][C:21]([O:15][CH2:14][CH2:13][CH2:12][O:11][C:10]2[CH:16]=[CH:17][CH:18]=[CH:19][C:9]=2[O:8][CH2:7][C:1]2[CH:2]=[CH:3][CH:4]=[CH:5][CH:6]=2)=[CH:26][CH:25]=1)=[O:28]. (3) Given the reactants [N:1]1[C:10]2[C:5](=[CH:6][CH:7]=[C:8]([CH:11]=O)[CH:9]=2)[CH:4]=[CH:3][CH:2]=1.N1C=CC=CC=1C1C=C[C:22]([CH:23]=[O:24])=CC=1, predict the reaction product. The product is: [N:1]1[C:10]2[C:5](=[CH:6][CH:7]=[C:8](/[CH:11]=[CH:22]/[CH:23]=[O:24])[CH:9]=2)[CH:4]=[CH:3][CH:2]=1. (4) Given the reactants [CH:1]([NH:3][C:4]1[NH:8][C:7]([C:9]2[CH:14]=[CH:13][C:12]([F:15])=[CH:11][CH:10]=2)=[N:6][C:5]=1[C:16]1[CH:21]=[CH:20][CH:19]=[CH:18][CH:17]=1)=O.B.Cl.C(=O)([O-])O.[Na+], predict the reaction product. The product is: [CH3:1][NH:3][C:4]1[NH:8][C:7]([C:9]2[CH:10]=[CH:11][C:12]([F:15])=[CH:13][CH:14]=2)=[N:6][C:5]=1[C:16]1[CH:17]=[CH:18][CH:19]=[CH:20][CH:21]=1. (5) Given the reactants [Br:1][C:2]1[CH:7]=[C:6]([C:8]#[N:9])[CH:5]=[CH:4][C:3]=1[NH:10][C:11]1[CH:16]=[C:15]([N:17]([CH:25]2[CH2:27][CH2:26]2)C(=O)OC(C)(C)C)[N:14]2[N:28]=[CH:29][C:30]([CH:31]=[O:32])=[C:13]2[N:12]=1.[F:33][C:34]([F:39])([F:38])[C:35]([OH:37])=[O:36], predict the reaction product. The product is: [F:33][C:34]([F:39])([F:38])[C:35]([OH:37])=[O:36].[Br:1][C:2]1[CH:7]=[C:6]([CH:5]=[CH:4][C:3]=1[NH:10][C:11]1[CH:16]=[C:15]([NH:17][CH:25]2[CH2:26][CH2:27]2)[N:14]2[N:28]=[CH:29][C:30]([CH:31]=[O:32])=[C:13]2[N:12]=1)[C:8]#[N:9]. (6) The product is: [Cl:10][C:11]1[C:16]([Cl:17])=[CH:15][CH:14]=[CH:13][C:12]=1[S:18]([NH:1][C:2]1[N:3]=[N:4][C:5]([Cl:9])=[CH:6][C:7]=1[Br:8])(=[O:20])=[O:19]. Given the reactants [NH2:1][C:2]1[N:3]=[N:4][C:5]([Cl:9])=[CH:6][C:7]=1[Br:8].[Cl:10][C:11]1[C:16]([Cl:17])=[CH:15][CH:14]=[CH:13][C:12]=1[S:18](Cl)(=[O:20])=[O:19].[H-].[Na+], predict the reaction product.